This data is from HIV replication inhibition screening data with 41,000+ compounds from the AIDS Antiviral Screen. The task is: Binary Classification. Given a drug SMILES string, predict its activity (active/inactive) in a high-throughput screening assay against a specified biological target. (1) The compound is COc1ccc(NCC(=O)Nn2c(C)nc3ccc(S(=O)(=O)Nc4ccc(OC)cc4)cc3c2=O)cc1. The result is 0 (inactive). (2) The molecule is CCc1ccc(N=Cc2cc(OC)c(OC)c(OC)c2)cc1. The result is 0 (inactive). (3) The molecule is CN[C+](N)NC.[Br-]. The result is 0 (inactive). (4) The drug is CN(c1ccccc1)S(=O)(=O)c1ccccc1[N+](=O)[O-]. The result is 0 (inactive). (5) The compound is CCCCCCSSCCCCCC. The result is 0 (inactive). (6) The compound is O=c1c2cc([N+](=O)[O-])ccc2oc2ccc([N+](=O)[O-])cc12. The result is 0 (inactive). (7) The compound is CCOC(=O)c1cn2ccccc2c(C(C)=O)c1=N. The result is 0 (inactive).